Dataset: Reaction yield outcomes from USPTO patents with 853,638 reactions. Task: Predict the reaction yield, written as a fraction of the theoretical maximum amount of product (1.0 means a 100% yield; for example, 0.34 means a 34% yield). (1) The reactants are [C:1]([C:3]1[CH:4]=[C:5]([C:13]2[O:17][N:16]=[C:15]([C:18]3[CH:26]=[CH:25][CH:24]=[C:23]4[C:19]=3[CH2:20][CH2:21][CH:22]4[NH:27][CH:28]3[CH2:33][CH2:32][N:31](C(OC(C)(C)C)=O)[CH2:30][CH2:29]3)[N:14]=2)[CH:6]=[CH:7][C:8]=1[O:9][CH:10]([CH3:12])[CH3:11])#[N:2]. The catalyst is C(O)(C(F)(F)F)=O. The product is [CH:10]([O:9][C:8]1[CH:7]=[CH:6][C:5]([C:13]2[O:17][N:16]=[C:15]([C:18]3[CH:26]=[CH:25][CH:24]=[C:23]4[C:19]=3[CH2:20][CH2:21][CH:22]4[NH:27][CH:28]3[CH2:29][CH2:30][NH:31][CH2:32][CH2:33]3)[N:14]=2)=[CH:4][C:3]=1[C:1]#[N:2])([CH3:12])[CH3:11]. The yield is 0.990. (2) The reactants are [NH2:1][C:2]1[CH:7]=[CH:6][CH:5]=[CH:4][CH:3]=1.C[Al](C)C.[Si:12]([O:29][C@@H:30]1[CH2:34][CH2:33][O:32][C:31]1=[O:35])([C:25]([CH3:28])([CH3:27])[CH3:26])([C:19]1[CH:24]=[CH:23][CH:22]=[CH:21][CH:20]=1)[C:13]1[CH:18]=[CH:17][CH:16]=[CH:15][CH:14]=1.C(O)(=O)C(C(C(O)=O)O)O.[K].[Na]. The catalyst is C(Cl)Cl. The product is [Si:12]([O:29][C@H:30]([CH2:34][CH2:33][OH:32])[C:31]([NH:1][C:2]1[CH:7]=[CH:6][CH:5]=[CH:4][CH:3]=1)=[O:35])([C:25]([CH3:28])([CH3:27])[CH3:26])([C:19]1[CH:24]=[CH:23][CH:22]=[CH:21][CH:20]=1)[C:13]1[CH:14]=[CH:15][CH:16]=[CH:17][CH:18]=1. The yield is 0.780. (3) The reactants are [Br:1][C:2]1[CH:7]=[CH:6][C:5]([C:8]2(O)[CH2:11][CH2:10][CH2:9]2)=[CH:4][CH:3]=1.C(N(S(F)(F)[F:19])CC)C. The catalyst is C(Cl)Cl. The product is [Br:1][C:2]1[CH:7]=[CH:6][C:5]([C:8]2([F:19])[CH2:11][CH2:10][CH2:9]2)=[CH:4][CH:3]=1. The yield is 0.640.